From a dataset of Catalyst prediction with 721,799 reactions and 888 catalyst types from USPTO. Predict which catalyst facilitates the given reaction. (1) Reactant: [N:1]1[CH:2]=[N:3][N:4]2[CH:9]=[C:8]([C:10]3[N:11]=[C:12]([CH2:22][NH:23][C:24]4[CH:29]=[CH:28][CH:27]=[C:26]([CH:30]=[CH2:31])[CH:25]=4)[NH:13][C:14]=3[C:15]3[CH:20]=[CH:19][CH:18]=[C:17]([CH3:21])[N:16]=3)[CH:7]=[CH:6][C:5]=12.[OH:32][S:33]([OH:36])(=[O:35])=[O:34]. The catalyst class is: 863. Product: [S:33]([OH:36])([OH:35])(=[O:34])=[O:32].[N:1]1[CH:2]=[N:3][N:4]2[CH:9]=[C:8]([C:10]3[N:11]=[C:12]([CH2:22][NH:23][C:24]4[CH:29]=[CH:28][CH:27]=[C:26]([CH:30]=[CH2:31])[CH:25]=4)[NH:13][C:14]=3[C:15]3[CH:20]=[CH:19][CH:18]=[C:17]([CH3:21])[N:16]=3)[CH:7]=[CH:6][C:5]=12. (2) Reactant: [CH2:1]([O:5][CH2:6][CH2:7][O:8][C:9]1[CH:14]=[CH:13][C:12]([C:15]2[CH:16]=[CH:17][C:18]3[N:26]([CH2:27][CH:28]([CH3:30])[CH3:29])[CH2:25][CH2:24][CH2:23][CH2:22][C:21]([C:31]([O:33]C)=[O:32])=[CH:20][C:19]=3[CH:35]=2)=[CH:11][CH:10]=1)[CH2:2][CH2:3][CH3:4].O1CCCC1.[OH-].[Na+].Cl. Product: [CH2:1]([O:5][CH2:6][CH2:7][O:8][C:9]1[CH:10]=[CH:11][C:12]([C:15]2[CH:16]=[CH:17][C:18]3[N:26]([CH2:27][CH:28]([CH3:30])[CH3:29])[CH2:25][CH2:24][CH2:23][CH2:22][C:21]([C:31]([OH:33])=[O:32])=[CH:20][C:19]=3[CH:35]=2)=[CH:13][CH:14]=1)[CH2:2][CH2:3][CH3:4]. The catalyst class is: 72. (3) Reactant: [Br:1][C:2]1[CH:11]=[CH:10][C:5]2[NH:6][C:7]([Cl:9])=[N:8][C:4]=2[CH:3]=1.BrC1C=CC2N=C(Cl)N([C:22]3[N:27]=[C:26]([Cl:28])[N:25]=[C:24]([CH3:29])[N:23]=3)C=2C=1. The catalyst class is: 12. Product: [Br:1][C:2]1[CH:11]=[CH:10][C:5]2[N:6]([C:22]3[N:27]=[C:26]([Cl:28])[N:25]=[C:24]([CH3:29])[N:23]=3)[C:7]([Cl:9])=[N:8][C:4]=2[CH:3]=1. (4) Reactant: [H-].[Na+].NC1C=CC=CC=1.[CH3:10][C:11]1[CH2:15][C:14]([CH3:16])=[C:13]([CH3:17])[C:12]=1[CH3:18].Cl[Si:20]([C:37]1[CH:42]=[C:41]([CH3:43])[CH:40]=[C:39]([CH3:44])[CH:38]=1)([C:29]1[CH:34]=[C:33]([CH3:35])[CH:32]=[C:31]([CH3:36])[CH:30]=1)[C:21]1[CH:26]=[C:25]([CH3:27])[CH:24]=[C:23]([CH3:28])[CH:22]=1.C(=O)([O-])[O-].[Na+].[Na+]. Product: [CH3:43][C:41]1[CH:42]=[C:37]([Si:20]([C:29]2[CH:30]=[C:31]([CH3:36])[CH:32]=[C:33]([CH3:35])[CH:34]=2)([C:21]2[CH:26]=[C:25]([CH3:27])[CH:24]=[C:23]([CH3:28])[CH:22]=2)[C:15]2[CH:14]([CH3:16])[C:13]([CH3:17])=[C:12]([CH3:18])[C:11]=2[CH3:10])[CH:38]=[C:39]([CH3:44])[CH:40]=1. The catalyst class is: 207. (5) Reactant: N(OC(C)(C)C)=O.N[C:9]1[C:18]2[C:13](=[CH:14][C:15]([C:19]([F:22])([F:21])[F:20])=[CH:16][CH:17]=2)[N:12]=[C:11]([C:23]2[CH:28]=[CH:27][CH:26]=[CH:25][C:24]=2[S:29][CH2:30][CH3:31])[N:10]=1.CN(C=O)C. Product: [CH2:30]([S:29][C:24]1[CH:25]=[CH:26][CH:27]=[CH:28][C:23]=1[C:11]1[N:10]=[CH:9][C:18]2[C:13](=[CH:14][C:15]([C:19]([F:21])([F:22])[F:20])=[CH:16][CH:17]=2)[N:12]=1)[CH3:31]. The catalyst class is: 6.